From a dataset of Reaction yield outcomes from USPTO patents with 853,638 reactions. Predict the reaction yield, written as a fraction of the theoretical maximum amount of product (1.0 means a 100% yield; for example, 0.34 means a 34% yield). The reactants are [CH2:1]=[C:2]1[CH2:9][CH:8]2[CH2:10][CH:4]([CH2:5][C:6](=O)[CH2:7]2)[CH2:3]1.[OH:12][NH2:13].Cl. The catalyst is N1C=CC=CC=1. The product is [CH2:1]=[C:2]1[CH2:9][CH:8]2[CH2:10][CH:4]([CH2:5][C:6](=[N:13][OH:12])[CH2:7]2)[CH2:3]1. The yield is 1.00.